This data is from Forward reaction prediction with 1.9M reactions from USPTO patents (1976-2016). The task is: Predict the product of the given reaction. (1) Given the reactants [Cl:1][C:2]1[N:11]=[CH:10][CH:9]=[C:8]2[C:3]=1[CH:4]=[C:5]([C:20]1[CH:25]=[CH:24][CH:23]=[CH:22][CH:21]=1)[C:6]([C:12]1[CH:19]=[CH:18][C:15]([CH:16]=O)=[CH:14][CH:13]=1)=[N:7]2.[NH:26]1[CH:30]=[N:29][C:28]([CH:31]2[CH2:36][CH2:35][NH:34][CH2:33][CH2:32]2)=[N:27]1.C(N(CC)CC)C.C(O)(=O)C.C(O[BH-](OC(=O)C)OC(=O)C)(=O)C.[Na+], predict the reaction product. The product is: [Cl:1][C:2]1[N:11]=[CH:10][CH:9]=[C:8]2[C:3]=1[CH:4]=[C:5]([C:20]1[CH:25]=[CH:24][CH:23]=[CH:22][CH:21]=1)[C:6]([C:12]1[CH:19]=[CH:18][C:15]([CH2:16][N:34]3[CH2:33][CH2:32][CH:31]([C:28]4[NH:29][CH:30]=[N:26][N:27]=4)[CH2:36][CH2:35]3)=[CH:14][CH:13]=1)=[N:7]2. (2) Given the reactants C[O:2][C:3]1[C:12]2[CH2:11][CH2:10][CH2:9][CH2:8][C:7]=2[C:6]([NH:13][C:14]2[CH:15]=[C:16]([CH:22]=[CH:23][CH:24]=2)[C:17]([O:19]CC)=[O:18])=[CH:5][N:4]=1.O=C1C2CCCCC=2C(NC2C=C(C=CC=2)C(OCC)=O)=CN1.[OH-].[K+], predict the reaction product. The product is: [O:2]=[C:3]1[C:12]2[CH2:11][CH2:10][CH2:9][CH2:8][C:7]=2[C:6]([NH:13][C:14]2[CH:15]=[C:16]([CH:22]=[CH:23][CH:24]=2)[C:17]([OH:19])=[O:18])=[CH:5][NH:4]1. (3) Given the reactants [Cl:1][C:2]1[CH:15]=[CH:14][C:5]([O:6][C:7]2[CH:13]=[CH:12][C:10]([NH2:11])=[CH:9][CH:8]=2)=[CH:4][CH:3]=1.C(OC([N:23]1[CH2:27][C@H:26]([CH2:28][C:29]2[CH:34]=[CH:33][CH:32]=[CH:31][CH:30]=2)[CH2:25][C@H:24]1[C:35](O)=[O:36])=O)(C)(C)C, predict the reaction product. The product is: [CH2:28]([C@H:26]1[CH2:27][NH:23][C@H:24]([C:35]([NH:11][C:10]2[CH:12]=[CH:13][C:7]([O:6][C:5]3[CH:14]=[CH:15][C:2]([Cl:1])=[CH:3][CH:4]=3)=[CH:8][CH:9]=2)=[O:36])[CH2:25]1)[C:29]1[CH:34]=[CH:33][CH:32]=[CH:31][CH:30]=1. (4) Given the reactants [NH2:1][C:2]1[CH:11]=[C:10]2[C:5]([CH2:6][CH2:7][CH:8]([N:12]([CH2:24][CH2:25][CH2:26][N:27]3[CH2:32][CH2:31][N:30]([CH3:33])[CH2:29][CH2:28]3)[C:13]([NH:15][C:16]3[CH:21]=[CH:20][C:19]([F:22])=[C:18]([Cl:23])[CH:17]=3)=[O:14])[CH2:9]2)=[CH:4][CH:3]=1.[CH2:34]([N:36]=[C:37]=[O:38])[CH3:35], predict the reaction product. The product is: [Cl:23][C:18]1[CH:17]=[C:16]([NH:15][C:13](=[O:14])[N:12]([CH:8]2[CH2:9][C:10]3[CH:11]=[C:2]([NH:1][C:37]([NH:36][CH2:34][CH3:35])=[O:38])[CH:3]=[CH:4][C:5]=3[CH2:6][CH2:7]2)[CH2:24][CH2:25][CH2:26][N:27]2[CH2:28][CH2:29][N:30]([CH3:33])[CH2:31][CH2:32]2)[CH:21]=[CH:20][C:19]=1[F:22]. (5) Given the reactants [CH3:1][O:2][C:3]1[CH:4]=[C:5]([C:11]2[CH:20]=[C:19]([C:21]([OH:23])=O)[C:18]3[C:13](=[CH:14][CH:15]=[CH:16][CH:17]=3)[N:12]=2)[CH:6]=[CH:7][C:8]=1[O:9][CH3:10].[F:24][C:25]1[N:30]=[C:29]([NH2:31])[CH:28]=[CH:27][CH:26]=1.C(N(CC)CC)C.CCCP1(OP(CCC)(=O)OP(CCC)(=O)O1)=O, predict the reaction product. The product is: [F:24][C:25]1[N:30]=[C:29]([NH:31][C:21]([C:19]2[C:18]3[C:13](=[CH:14][CH:15]=[CH:16][CH:17]=3)[N:12]=[C:11]([C:5]3[CH:6]=[CH:7][C:8]([O:9][CH3:10])=[C:3]([O:2][CH3:1])[CH:4]=3)[CH:20]=2)=[O:23])[CH:28]=[CH:27][CH:26]=1.